From a dataset of Peptide-MHC class II binding affinity with 134,281 pairs from IEDB. Regression. Given a peptide amino acid sequence and an MHC pseudo amino acid sequence, predict their binding affinity value. This is MHC class II binding data. The peptide sequence is KDKWIELKESWGAIW. The MHC is HLA-DPA10201-DPB10501 with pseudo-sequence HLA-DPA10201-DPB10501. The binding affinity (normalized) is 0.0533.